Dataset: Forward reaction prediction with 1.9M reactions from USPTO patents (1976-2016). Task: Predict the product of the given reaction. (1) Given the reactants [Cl:1][C:2]1[CH:7]=[C:6]2[NH:8][C:9](=[O:45])[C:10]3([CH:15]([C:16]4[CH:21]=[C:20]([Cl:22])[CH:19]=[CH:18][C:17]=4[O:23][C:24]([C:31]([O:33]CC)=[O:32])([CH2:28][CH2:29][CH3:30])[CH2:25][CH2:26][CH3:27])[CH2:14][C:13](=[O:36])[NH:12][CH:11]3[C:37]3[CH:42]=[C:41]([Cl:43])[CH:40]=[CH:39][C:38]=3[CH3:44])[C:5]2=[CH:4][CH:3]=1.O[Li].O.O, predict the reaction product. The product is: [Cl:1][C:2]1[CH:7]=[C:6]2[NH:8][C:9](=[O:45])[C:10]3([CH:15]([C:16]4[CH:21]=[C:20]([Cl:22])[CH:19]=[CH:18][C:17]=4[O:23][C:24]([C:31]([OH:33])=[O:32])([CH2:28][CH2:29][CH3:30])[CH2:25][CH2:26][CH3:27])[CH2:14][C:13](=[O:36])[NH:12][CH:11]3[C:37]3[CH:42]=[C:41]([Cl:43])[CH:40]=[CH:39][C:38]=3[CH3:44])[C:5]2=[CH:4][CH:3]=1. (2) Given the reactants [Cl:1][C:2]1[N:7]=[CH:6][C:5]2[C:8]([I:11])=[N:9][NH:10][C:4]=2[CH:3]=1.FC(F)(S(O[CH:15]([CH3:14])[C:16]([F:19])([F:18])[F:17])(=O)=O)[C:14](F)(F)[C:15](F)(F)[C:16]([F:19])([F:18])[F:17].C(=O)([O-])[O-].[Cs+].[Cs+], predict the reaction product. The product is: [Cl:1][C:2]1[N:7]=[CH:6][C:5]2[C:8]([I:11])=[N:9][N:10]([CH:15]([CH3:14])[C:16]([F:19])([F:18])[F:17])[C:4]=2[CH:3]=1. (3) Given the reactants [N+:1]([C:4]1[CH:9]=[CH:8][C:7]([OH:10])=[CH:6][CH:5]=1)([O-:3])=[O:2].C(=O)([O-])[O-].[K+].[K+].Br[CH2:18][CH:19]1[CH2:21][CH2:20]1, predict the reaction product. The product is: [CH:19]1([CH2:18][O:10][C:7]2[CH:8]=[CH:9][C:4]([N+:1]([O-:3])=[O:2])=[CH:5][CH:6]=2)[CH2:21][CH2:20]1. (4) Given the reactants [CH2:1]1[CH2:6][C@H:5]([C:7]([OH:9])=[O:8])[CH2:4][CH2:3][C@H:2]1[CH2:10][NH2:11].Cl[Si](C)(C)C.CN1CCOCC1.Cl[CH2:25][CH2:26][O:27][C:28](Cl)=[O:29].[C:31]([OH:35])(=[O:34])[CH2:32][CH3:33], predict the reaction product. The product is: [C:31]([O:35][CH:26]([O:27][C:28]([NH:11][CH2:10][C@H:2]1[CH2:3][CH2:4][C@H:5]([C:7]([OH:9])=[O:8])[CH2:6][CH2:1]1)=[O:29])[CH3:25])(=[O:34])[CH2:32][CH3:33]. (5) Given the reactants [CH2:1]([CH:8]1[C:16]2[C:11](=[CH:12][C:13]([F:28])=[C:14]([CH2:17][NH:18][S:19]([C:22]3[N:23]=[CH:24][N:25]([CH3:27])[CH:26]=3)(=[O:21])=[O:20])[CH:15]=2)[CH2:10][CH:9]1[NH:29][C:30](=O)OCC)[C:2]1[CH:7]=[CH:6][CH:5]=[CH:4][CH:3]=1.[H-].[Al+3].[Li+].[H-].[H-].[H-].[OH-].[K+].O, predict the reaction product. The product is: [CH2:1]([C@H:8]1[C:16]2[C:11](=[CH:12][C:13]([F:28])=[C:14]([CH2:17][NH:18][S:19]([C:22]3[N:23]=[CH:24][N:25]([CH3:27])[CH:26]=3)(=[O:21])=[O:20])[CH:15]=2)[CH2:10][C@H:9]1[NH:29][CH3:30])[C:2]1[CH:3]=[CH:4][CH:5]=[CH:6][CH:7]=1.[CH2:1]([C@@H:8]1[C:16]2[C:11](=[CH:12][C:13]([F:28])=[C:14]([CH2:17][NH:18][S:19]([C:22]3[N:23]=[CH:24][N:25]([CH3:27])[CH:26]=3)(=[O:21])=[O:20])[CH:15]=2)[CH2:10][C@H:9]1[NH:29][CH3:30])[C:2]1[CH:3]=[CH:4][CH:5]=[CH:6][CH:7]=1.